From a dataset of Full USPTO retrosynthesis dataset with 1.9M reactions from patents (1976-2016). Predict the reactants needed to synthesize the given product. Given the product [CH3:28][O:27][C:20]1[CH:21]=[C:22]([O:25][CH3:26])[CH:23]=[CH:24][C:19]=1[NH:18][C:16](=[O:17])[N:15]([CH2:14][CH2:13][C:9]1[CH:8]=[C:7]([CH:12]=[CH:11][CH:10]=1)[O:6][CH2:5][C:4]([OH:36])=[O:3])[CH2:29][CH2:30][CH2:31][CH2:32][CH2:33][CH2:34][CH3:35], predict the reactants needed to synthesize it. The reactants are: C([O:3][C:4](=[O:36])[CH2:5][O:6][C:7]1[CH:12]=[CH:11][CH:10]=[C:9]([CH2:13][CH2:14][N:15]([CH2:29][CH2:30][CH2:31][CH2:32][CH2:33][CH2:34][CH3:35])[C:16]([NH:18][C:19]2[CH:24]=[CH:23][C:22]([O:25][CH3:26])=[CH:21][C:20]=2[O:27][CH3:28])=[O:17])[CH:8]=1)C.C(=O)([O-])[O-].[K+].[K+].CO.